The task is: Predict the reaction yield, written as a fraction of the theoretical maximum amount of product (1.0 means a 100% yield; for example, 0.34 means a 34% yield).. This data is from Reaction yield outcomes from USPTO patents with 853,638 reactions. (1) The reactants are [CH3:1][O:2][C:3]1[CH:8]=[CH:7][N:6]=[CH:5][C:4]=1[N+:9]([O-])=O.C(OCC)(=O)C.CCCCCC. The catalyst is C(O)C.[Pd]. The product is [NH2:9][C:4]1[CH:5]=[N:6][CH:7]=[CH:8][C:3]=1[O:2][CH3:1]. The yield is 1.00. (2) The reactants are Br[C:2]1[N:3]([CH:17]([CH3:19])[CH3:18])[C:4]2[CH:5]=[C:6]([Cl:16])[CH:7]=[C:8]([C:12]([O:14][CH3:15])=[O:13])[C:9]=2[C:10]=1[CH3:11].[CH3:20][N:21]([CH2:23][B-](F)(F)F)[CH3:22].[K+].P([O-])([O-])([O-])=O.[K+].[K+].[K+].COC1C=CC=C(OC)C=1C1C=CC=CC=1P(C1CCCCC1)C1CCCCC1. The catalyst is O1CCOCC1.CCOC(C)=O.O.C([O-])(=O)C.[Pd+2].C([O-])(=O)C. The product is [Cl:16][C:6]1[CH:7]=[C:8]([C:12]([O:14][CH3:15])=[O:13])[C:9]2[C:10]([CH3:11])=[C:2]([CH2:20][N:21]([CH3:23])[CH3:22])[N:3]([CH:17]([CH3:19])[CH3:18])[C:4]=2[CH:5]=1. The yield is 0.480. (3) The reactants are [Cl:1][C:2]1[CH:3]=[C:4]([C:10]2([C:28]([F:31])([F:30])[F:29])[O:14][N:13]=[C:12]([C:15]3[CH:20]=[CH:19][C:18]([N:21]4[CH2:24][CH:23]([C:25](O)=[O:26])[CH2:22]4)=[CH:17][CH:16]=3)[CH2:11]2)[CH:5]=[C:6]([Cl:9])[C:7]=1[Cl:8].C(Cl)(=O)C(Cl)=O.[CH3:38][NH2:39]. The catalyst is C(Cl)Cl. The product is [CH3:38][NH:39][C:25]([CH:23]1[CH2:24][N:21]([C:18]2[CH:17]=[CH:16][C:15]([C:12]3[CH2:11][C:10]([C:4]4[CH:3]=[C:2]([Cl:1])[C:7]([Cl:8])=[C:6]([Cl:9])[CH:5]=4)([C:28]([F:29])([F:30])[F:31])[O:14][N:13]=3)=[CH:20][CH:19]=2)[CH2:22]1)=[O:26]. The yield is 0.540. (4) The reactants are [Br:1][C:2]1[CH:3]=[C:4]([C:9]2[O:13][N:12]=[CH:11][C:10]=2[CH2:14][CH2:15][C:16]([OH:18])=[O:17])[CH:5]=[CH:6][C:7]=1[Cl:8].S(=O)(=O)(O)O.[CH3:24]O. No catalyst specified. The product is [Br:1][C:2]1[CH:3]=[C:4]([C:9]2[O:13][N:12]=[CH:11][C:10]=2[CH2:14][CH2:15][C:16]([O:18][CH3:24])=[O:17])[CH:5]=[CH:6][C:7]=1[Cl:8]. The yield is 0.780. (5) The reactants are [NH:1]([C:3]1[CH:12]=[CH:11][CH:10]=[C:9]2[C:4]=1[CH:5]=[CH:6][CH:7]=[N:8]2)[NH2:2].[CH3:13][CH:14]1[C:18]([CH3:20])([CH3:19])[C:17]([C:22](O)=[O:23])([CH3:21])[CH2:16][CH2:15]1. No catalyst specified. The product is [CH3:21][C@@:17]1([C:22]([NH:2][NH:1][C:3]2[CH:12]=[CH:11][CH:10]=[C:9]3[C:4]=2[CH:5]=[CH:6][CH:7]=[N:8]3)=[O:23])[CH2:16][CH2:15][C@H:14]([CH3:13])[C:18]1([CH3:20])[CH3:19]. The yield is 0.150.